Dataset: Peptide-MHC class II binding affinity with 134,281 pairs from IEDB. Task: Regression. Given a peptide amino acid sequence and an MHC pseudo amino acid sequence, predict their binding affinity value. This is MHC class II binding data. The binding affinity (normalized) is 0.234. The MHC is DRB1_0802 with pseudo-sequence DRB1_0802. The peptide sequence is SQDLELSWNLNGRQAY.